Dataset: Full USPTO retrosynthesis dataset with 1.9M reactions from patents (1976-2016). Task: Predict the reactants needed to synthesize the given product. Given the product [Br:1][CH2:33][C:26]1[C:25]2[C:30](=[CH:31][CH:32]=[C:23]([O:22][CH3:21])[CH:24]=2)[N:29]=[CH:28][CH:27]=1, predict the reactants needed to synthesize it. The reactants are: [Br:1]N1C(=O)CCC1=O.N(C(C)(C)C#N)=NC(C)(C)C#N.[CH3:21][O:22][C:23]1[CH:24]=[C:25]2[C:30](=[CH:31][CH:32]=1)[N:29]=[CH:28][CH:27]=[C:26]2[CH3:33].